Dataset: Full USPTO retrosynthesis dataset with 1.9M reactions from patents (1976-2016). Task: Predict the reactants needed to synthesize the given product. (1) The reactants are: [C:1]([C:3]1[CH:8]=[CH:7][C:6]([C:9]2([NH:13]C(=O)OC(C)(C)C)[CH2:12][CH2:11][CH2:10]2)=[CH:5][CH:4]=1)#[CH:2].I[C:22]1[C:23]([O:28]C)=[N:24][CH:25]=[CH:26][CH:27]=1.O. Given the product [C:3]1([C:2]2[C:22]3[C:23](=[N:24][CH:25]=[CH:26][CH:27]=3)[O:28][C:1]=2[C:3]2[CH:4]=[CH:5][C:6]([C:9]3([NH2:13])[CH2:10][CH2:11][CH2:12]3)=[CH:7][CH:8]=2)[CH:8]=[CH:7][CH:6]=[CH:5][CH:4]=1, predict the reactants needed to synthesize it. (2) Given the product [Cl:5][C:6]1[CH:11]=[CH:10][C:9]([C:12]2[O:16][C:15]([C:17]([CH3:21])([CH3:20])[CH2:18][NH2:19])=[CH:14][C:13]=2[C:22]2[CH:23]=[CH:24][N:25]=[CH:26][CH:27]=2)=[CH:8][C:7]=1[O:28][CH3:29], predict the reactants needed to synthesize it. The reactants are: B.CSC.[Cl:5][C:6]1[CH:11]=[CH:10][C:9]([C:12]2[O:16][C:15]([C:17]([CH3:21])([CH3:20])[C:18]#[N:19])=[CH:14][C:13]=2[C:22]2[CH:27]=[CH:26][N:25]=[CH:24][CH:23]=2)=[CH:8][C:7]=1[O:28][CH3:29]. (3) Given the product [CH3:25][C:18]([CH2:19][CH2:20][CH:21]=[C:22]([CH3:24])[CH3:23])=[CH:17][CH2:16][CH2:15][C:14](=[CH2:26])[CH:13]=[CH:12][CH2:11][OH:10], predict the reactants needed to synthesize it. The reactants are: C(=O)([O-])[O-].[K+].[K+].C([O:10][CH2:11][CH:12]=[CH:13][C:14](=[CH2:26])[CH2:15][CH2:16][CH:17]=[C:18]([CH3:25])[CH2:19][CH2:20][CH:21]=[C:22]([CH3:24])[CH3:23])(=O)C.C1COCC1. (4) Given the product [NH2:15][C:13]1[CH:12]=[CH:11][C:10]([S:22]([NH:26][C:27]2[CH:28]=[CH:29][C:30]3[CH2:34][O:33][B:32]([OH:35])[C:31]=3[CH:36]=2)(=[O:23])=[O:24])=[C:9]([CH2:8][C:6]2[O:7][C:3]([CH2:1][CH3:2])=[N:4][N:5]=2)[CH:14]=1, predict the reactants needed to synthesize it. The reactants are: [CH2:1]([C:3]1[O:7][C:6]([CH2:8][C:9]2[CH:14]=[C:13]([NH:15]C(=O)C(F)(F)F)[CH:12]=[CH:11][C:10]=2[S:22](Cl)(=[O:24])=[O:23])=[N:5][N:4]=1)[CH3:2].[NH2:26][C:27]1[CH:28]=[CH:29][C:30]2[CH2:34][O:33][B:32]([OH:35])[C:31]=2[CH:36]=1.N1C=CC=CC=1. (5) Given the product [CH3:36][N:35]([CH3:37])[C:2]1[N:7]=[C:6]([CH2:8][CH2:9][O:10][CH2:11][N:12]2[C:16]3[CH:17]=[CH:18][CH:19]=[CH:20][C:15]=3[N:14]=[C:13]2[NH:21][CH:22]2[CH2:27][CH2:26][N:25]([C:28]([O:30][C:31]([CH3:34])([CH3:33])[CH3:32])=[O:29])[CH2:24][CH2:23]2)[CH:5]=[CH:4][CH:3]=1, predict the reactants needed to synthesize it. The reactants are: Br[C:2]1[N:7]=[C:6]([CH2:8][CH2:9][O:10][CH2:11][N:12]2[C:16]3[CH:17]=[CH:18][CH:19]=[CH:20][C:15]=3[N:14]=[C:13]2[NH:21][CH:22]2[CH2:27][CH2:26][N:25]([C:28]([O:30][C:31]([CH3:34])([CH3:33])[CH3:32])=[O:29])[CH2:24][CH2:23]2)[CH:5]=[CH:4][CH:3]=1.[NH:35]([CH3:37])[CH3:36]. (6) Given the product [CH2:12]([O:11][C:9]([NH:8][C@@H:4]([CH2:3][CH2:2][NH:1][C:21]([O:23][C:24]([CH3:27])([CH3:26])[CH3:25])=[O:22])[C:5]([OH:7])=[O:6])=[O:10])[C:13]1[CH:14]=[CH:15][CH:16]=[CH:17][CH:18]=1, predict the reactants needed to synthesize it. The reactants are: [NH2:1][CH2:2][CH2:3][C@H:4]([NH:8][C:9]([O:11][CH2:12][C:13]1[CH:18]=[CH:17][CH:16]=[CH:15][CH:14]=1)=[O:10])[C:5]([OH:7])=[O:6].[OH-].[Na+].[C:21](O[C:21]([O:23][C:24]([CH3:27])([CH3:26])[CH3:25])=[O:22])([O:23][C:24]([CH3:27])([CH3:26])[CH3:25])=[O:22].